The task is: Predict the reactants needed to synthesize the given product.. This data is from Full USPTO retrosynthesis dataset with 1.9M reactions from patents (1976-2016). (1) Given the product [F:1][C:2]1[CH:3]=[CH:4][C:5]([O:6][CH2:7][C:8]2[N:9]=[C:10]3[S:17][C:16]([CH3:18])=[C:15]([CH:19]4[CH2:21][CH:20]4[C:22]#[N:24])[N:11]3[C:12](=[O:14])[CH:13]=2)=[CH:25][CH:26]=1, predict the reactants needed to synthesize it. The reactants are: [F:1][C:2]1[CH:26]=[CH:25][C:5]([O:6][CH2:7][C:8]2[N:9]=[C:10]3[S:17][C:16]([CH3:18])=[C:15]([CH:19]4[CH2:21][CH:20]4[C:22]([NH2:24])=O)[N:11]3[C:12](=[O:14])[CH:13]=2)=[CH:4][CH:3]=1.N12CCCN=C1CCCCC2.P(Cl)(Cl)(OCC)=O.O. (2) Given the product [CH3:1][O:2][C:3](=[O:30])[CH2:4][C:5]1[CH:10]=[CH:9][CH:8]=[C:7]([O:11][CH2:12][CH2:13][CH2:14][N:15]([CH2:16][CH:17]([C:24]2[CH:29]=[CH:28][CH:27]=[CH:26][CH:25]=2)[C:18]2[CH:19]=[CH:20][CH:21]=[CH:22][CH:23]=2)[CH2:37][C:36]2[CH:39]=[CH:40][CH:41]=[C:34]([O:33][C:32]([F:31])([F:42])[F:43])[CH:35]=2)[CH:6]=1, predict the reactants needed to synthesize it. The reactants are: [CH3:1][O:2][C:3](=[O:30])[CH2:4][C:5]1[CH:10]=[CH:9][CH:8]=[C:7]([O:11][CH2:12][CH2:13][CH2:14][NH:15][CH2:16][CH:17]([C:24]2[CH:29]=[CH:28][CH:27]=[CH:26][CH:25]=2)[C:18]2[CH:23]=[CH:22][CH:21]=[CH:20][CH:19]=2)[CH:6]=1.[F:31][C:32]([F:43])([F:42])[O:33][C:34]1[CH:35]=[C:36]([CH:39]=[CH:40][CH:41]=1)[CH2:37]Br.C(=O)([O-])[O-].[K+].[K+]. (3) Given the product [NH2:36][C:35]1[C:34]([OH:33])=[C:37]([NH2:38])[N:20]=[C:19]([C:12]2[C:13]3[C:18](=[CH:17][CH:16]=[CH:15][CH:14]=3)[N:10]([CH2:9][C:8]3[C:7]([F:25])=[CH:6][C:5]([O:4][CH2:2][CH3:3])=[CH:23][C:22]=3[F:24])[N:11]=2)[N:21]=1, predict the reactants needed to synthesize it. The reactants are: Cl.[CH2:2]([O:4][C:5]1[CH:23]=[C:22]([F:24])[C:8]([CH2:9][N:10]2[C:18]3[C:13](=[CH:14][CH:15]=[CH:16][CH:17]=3)[C:12]([C:19](=[NH:21])[NH2:20])=[N:11]2)=[C:7]([F:25])[CH:6]=1)[CH3:3].[Si]([O:33][CH:34]([C:37]#[N:38])[C:35]#[N:36])(C(C)(C)C)(C)C.CC([O-])(C)C.[K+]. (4) Given the product [CH2:1]([O:8][C:9]([N:11]([CH3:23])[CH2:12][CH2:13][CH2:14][CH2:15][CH2:16][C:17]([O:19][CH3:20])=[O:18])=[O:10])[C:2]1[CH:3]=[CH:4][CH:5]=[CH:6][CH:7]=1, predict the reactants needed to synthesize it. The reactants are: [CH2:1]([O:8][C:9]([NH:11][CH2:12][CH2:13][CH2:14][CH2:15][CH2:16][C:17]([O:19][CH3:20])=[O:18])=[O:10])[C:2]1[CH:7]=[CH:6][CH:5]=[CH:4][CH:3]=1.[H-].[Na+].[CH3:23]I. (5) Given the product [C:1]([C:3]1[CH:8]=[CH:7][C:6]([CH:9]2[CH2:14][CH2:13][N:12]([C:15]([C:17]3[C:18]([CH2:31][CH3:32])=[CH:19][C:20]([CH:27]4[CH2:30][CH2:29][CH2:28]4)=[C:21]([CH:26]=3)[C:22]([NH:34][NH2:35])=[O:24])=[O:16])[CH2:11][CH2:10]2)=[CH:5][CH:4]=1)#[N:2], predict the reactants needed to synthesize it. The reactants are: [C:1]([C:3]1[CH:8]=[CH:7][C:6]([CH:9]2[CH2:14][CH2:13][N:12]([C:15]([C:17]3[C:18]([CH2:31][CH3:32])=[CH:19][C:20]([CH:27]4[CH2:30][CH2:29][CH2:28]4)=[C:21]([CH:26]=3)[C:22]([O:24]C)=O)=[O:16])[CH2:11][CH2:10]2)=[CH:5][CH:4]=1)#[N:2].O.[NH2:34][NH2:35]. (6) Given the product [CH2:17]([C:22]1[CH:23]=[C:24]2[C:36]3=[C:37]4[C:27](=[CH:28][CH:29]=[C:30]([CH2:38][O:39][C@@H:5]5[C@H:6]([OH:11])[C@@H:7]([CH2:9][OH:10])[O:8][C@H:4]5[N:3]5[CH:2]=[CH:1][C:15](=[O:16])[NH:14][C:13]5=[O:12])[C:31]4=[CH:32][CH:33]=[C:34]3[CH:35]=1)[CH:26]=[CH:25]2)[C:18]([CH3:21])([CH3:20])[CH3:19], predict the reactants needed to synthesize it. The reactants are: [CH:1]1[C:15](=[O:16])[N:14]=[C:13]2[N:3]([C@@H:4]3[O:8][C@H:7]([CH2:9][OH:10])[C@@H:6]([OH:11])[C@@H:5]3[O:12]2)[CH:2]=1.[CH2:17]([C:22]1[CH:23]=[C:24]2[C:36]3=[C:37]4[C:27](=[CH:28][CH:29]=[C:30]([CH2:38][OH:39])[C:31]4=[CH:32][CH:33]=[C:34]3[CH:35]=1)[CH:26]=[CH:25]2)[C:18]([CH3:21])([CH3:20])[CH3:19].C([O-])(O)=O.[Na+].C1COCC1. (7) Given the product [Cl:1][C:2]1[S:6][C:5]([S:7]([NH:11][C@@H:12]([CH:15]2[CH2:23][C:22]3[C:17](=[CH:18][CH:19]=[CH:20][CH:21]=3)[CH2:16]2)[CH2:13][OH:14])(=[O:9])=[O:8])=[CH:4][CH:3]=1, predict the reactants needed to synthesize it. The reactants are: [Cl:1][C:2]1[S:6][C:5]([S:7](Cl)(=[O:9])=[O:8])=[CH:4][CH:3]=1.[NH2:11][C@@H:12]([CH:15]1[CH2:23][C:22]2[C:17](=[CH:18][CH:19]=[CH:20][CH:21]=2)[CH2:16]1)[CH2:13][OH:14].C(N(CC)CC)C.CCOC(C)=O.CCCCCC.